Dataset: Full USPTO retrosynthesis dataset with 1.9M reactions from patents (1976-2016). Task: Predict the reactants needed to synthesize the given product. (1) Given the product [F:36][C:30]([F:35])([S:31]([O:22][C:19]1[C:18]2[CH:23]=[CH:24][CH:25]=[CH:26][C:17]=2[N:16]2[C:12]([CH3:11])=[N:13][N:14]=[C:15]2[CH2:21][CH:20]=1)(=[O:33])=[O:32])[C:29]([F:37])([F:38])[C:28]([F:43])([F:27])[C:39]([F:42])([F:41])[F:40], predict the reactants needed to synthesize it. The reactants are: C[Si](C)(C)[N-][Si](C)(C)C.[Li+].[CH3:11][C:12]1[N:16]2[C:17]3[CH:26]=[CH:25][CH:24]=[CH:23][C:18]=3[C:19](=[O:22])[CH2:20][CH2:21][C:15]2=[N:14][N:13]=1.[F:27][C:28]([F:43])([C:39]([F:42])([F:41])[F:40])[C:29]([F:38])([F:37])[C:30]([F:36])([F:35])[S:31](F)(=[O:33])=[O:32].S(=O)(=O)(O)[O-].[Na+]. (2) Given the product [C:33]([O:37][C:38]([N:40]1[CH2:41][C:42]([C:21]2[CH:20]=[CH:19][C:16]3[C:17]4[N:18]=[C:9]([C:8]5[N:4]([CH:1]([CH3:2])[CH3:3])[N:5]=[C:6]([CH3:32])[N:7]=5)[S:10][C:11]=4[CH2:12][CH2:13][O:14][C:15]=3[CH:22]=2)=[CH:43][CH2:44][CH2:45]1)=[O:39])([CH3:36])([CH3:34])[CH3:35], predict the reactants needed to synthesize it. The reactants are: [CH:1]([N:4]1[C:8]([C:9]2[S:10][C:11]3[CH2:12][CH2:13][O:14][C:15]4[CH:22]=[C:21](B5OC(C)(C)C(C)(C)O5)[CH:20]=[CH:19][C:16]=4[C:17]=3[N:18]=2)=[N:7][C:6]([CH3:32])=[N:5]1)([CH3:3])[CH3:2].[C:33]([O:37][C:38]([N:40]1[CH2:45][C:44](OS(C(F)(F)F)(=O)=O)=[CH:43][CH2:42][CH2:41]1)=[O:39])([CH3:36])([CH3:35])[CH3:34].C(=O)([O-])[O-].[Na+].[Na+].ClCCl. (3) The reactants are: [CH2:1]([CH:3]1C(C)C[N:5]([C:9](NCCC2C=CC(S(N)(=O)=O)=CC=2)=[O:10])[C:4]1=[C:24]=O)C.C(=O)([O-])[O-].[K+].[K+].[CH3:32][C:33]([CH3:35])=O. Given the product [CH3:32][C@H:33]1[CH2:35][CH2:24][C@H:4]([N:5]=[C:9]=[O:10])[CH2:3][CH2:1]1, predict the reactants needed to synthesize it. (4) Given the product [CH:16]([N:15]1[C:11]([CH2:10][CH2:9][C:8]([C:5]2[CH:4]=[CH:3][C:2]([O:1][C:38]([CH3:45])([CH3:44])[C:39]([O:41][CH2:42][CH3:43])=[O:40])=[C:7]([CH3:31])[CH:6]=2)=[O:29])=[CH:12][C:13]([C:19]2[CH:24]=[CH:23][C:22]([C:25]([F:27])([F:26])[F:28])=[CH:21][CH:20]=2)=[N:14]1)([CH3:17])[CH3:18], predict the reactants needed to synthesize it. The reactants are: [OH:1][C:2]1(C)[CH:7]=[CH:6][C:5]([C:8](=[O:29])[CH2:9][CH2:10][C:11]2[N:15]([CH:16]([CH3:18])[CH3:17])[N:14]=[C:13]([C:19]3[CH:24]=[CH:23][C:22]([C:25]([F:28])([F:27])[F:26])=[CH:21][CH:20]=3)[CH:12]=2)=[CH:4][CH2:3]1.[C:31](=O)([O-])[O-].[K+].[K+].Br[C:38]([CH3:45])([CH3:44])[C:39]([O:41][CH2:42][CH3:43])=[O:40]. (5) Given the product [OH:7][C:8]1[CH:15]=[CH:14][CH:13]=[C:12]([O:16][CH2:18][C:19]2[CH2:20][CH2:21][N:22]([CH3:33])[CH2:23][C:24]=2[C:25]2[N:29]([CH:30]([CH3:31])[CH3:32])[N:28]=[CH:27][CH:26]=2)[C:9]=1[CH:10]=[O:11], predict the reactants needed to synthesize it. The reactants are: C([O-])([O-])=O.[K+].[K+].[OH:7][C:8]1[CH:15]=[CH:14][CH:13]=[C:12]([OH:16])[C:9]=1[CH:10]=[O:11].Cl[CH2:18][C:19]1[CH2:20][CH2:21][N:22]([CH3:33])[CH2:23][C:24]=1[C:25]1[N:29]([CH:30]([CH3:32])[CH3:31])[N:28]=[CH:27][CH:26]=1.